From a dataset of Catalyst prediction with 721,799 reactions and 888 catalyst types from USPTO. Predict which catalyst facilitates the given reaction. (1) Reactant: C(OC(=O)[NH:7][CH:8]([CH:11]([OH:21])[C:12]1[O:13][C:14]2[C:15]([N:20]=1)=[N:16][CH:17]=[CH:18][CH:19]=2)[CH2:9][CH3:10])(C)(C)C.[ClH:23].C(OCC)C. Product: [ClH:23].[NH2:7][CH:8]([CH2:9][CH3:10])[CH:11]([C:12]1[O:13][C:14]2[C:15]([N:20]=1)=[N:16][CH:17]=[CH:18][CH:19]=2)[OH:21]. The catalyst class is: 12. (2) Reactant: [CH2:1]([NH2:5])[CH:2]([CH3:4])[CH3:3].C([O:10][C:11]([N:13]1[CH2:18][CH2:17][N:16](C(OCC2C=CC=CC=2)=O)[C@H:15]([C:29](O)=[O:30])[CH2:14]1)=[O:12])(C)(C)C. Product: [CH2:1]([NH:5][C:29]([C@H:15]1[NH:16][CH2:17][CH2:18][N:13]([C:11]([OH:12])=[O:10])[CH2:14]1)=[O:30])[CH:2]([CH3:4])[CH3:3]. The catalyst class is: 19. (3) Reactant: O=P12OP3(OP(OP(O3)(O1)=O)(=O)O2)=O.[CH3:15][O:16][C:17]1[CH:22]=[CH:21][C:20]([C:23]2[NH:27][N:26]=[C:25]([CH3:28])[C:24]=2[NH:29][C:30](=O)[C:31]2[CH:36]=[CH:35][CH:34]=[CH:33][CH:32]=2)=[CH:19][CH:18]=1.C(=O)([O-])O.[Na+]. Product: [CH3:15][O:16][C:17]1[CH:22]=[CH:21][C:20]2[C:23]3[NH:27][N:26]=[C:25]([CH3:28])[C:24]=3[N:29]=[C:30]([C:31]3[CH:36]=[CH:35][CH:34]=[CH:33][CH:32]=3)[C:19]=2[CH:18]=1. The catalyst class is: 286.